Dataset: Full USPTO retrosynthesis dataset with 1.9M reactions from patents (1976-2016). Task: Predict the reactants needed to synthesize the given product. Given the product [CH2:24]([N:23]1[C:22](=[O:31])[C:21]2[C:16](=[CH:17][C:18]([Cl:32])=[CH:19][CH:20]=2)[N:15]=[C:14]1[CH:11]([N:10]1[C:33](=[O:36])[CH2:34][CH2:35][NH:7][CH2:8][CH2:9]1)[CH2:12][CH3:13])[C:25]1[CH:30]=[CH:29][CH:28]=[CH:27][CH:26]=1, predict the reactants needed to synthesize it. The reactants are: C(OC(=O)[NH:7][CH2:8][CH2:9][N:10]([C:33](=[O:36])[CH:34]=[CH2:35])[CH:11]([C:14]1[N:23]([CH2:24][C:25]2[CH:30]=[CH:29][CH:28]=[CH:27][CH:26]=2)[C:22](=[O:31])[C:21]2[C:16](=[CH:17][C:18]([Cl:32])=[CH:19][CH:20]=2)[N:15]=1)[CH2:12][CH3:13])(C)(C)C.C(OC(=O)N)(C)(C)C.